This data is from Forward reaction prediction with 1.9M reactions from USPTO patents (1976-2016). The task is: Predict the product of the given reaction. (1) The product is: [NH2:1][CH2:2][C@@H:4]1[C@@H:8]([CH3:19])[NH:7][C:6](=[O:17])[CH2:5]1. Given the reactants [NH2:1][C@H:2]([C@H:4]1[CH2:8][N:7]([C@H](C2C=CC=CC=2)C)[C:6](=[O:17])[CH2:5]1)C.F[C:19](F)(F)C(O)=O, predict the reaction product. (2) Given the reactants [C:1]([C:3]1[CH:4]=[C:5]([NH:9][C:10](=[O:13])[O:11][CH3:12])[CH:6]=[CH:7][CH:8]=1)#[N:2].Cl.[H][H], predict the reaction product. The product is: [NH2:2][CH2:1][C:3]1[CH:4]=[C:5]([NH:9][C:10](=[O:13])[O:11][CH3:12])[CH:6]=[CH:7][CH:8]=1. (3) Given the reactants [Cl:1][C:2]1[CH:7]=[CH:6][C:5]([C:8](=[NH:20])[NH:9][C:10]2[CH:15]=[CH:14][C:13]([S:16]([CH3:19])(=[O:18])=[O:17])=[CH:12][CH:11]=2)=[CH:4][CH:3]=1.C(=O)(O)[O-].[Na+].[F:26][C:27]([F:40])([F:39])[O:28][C:29]1[CH:38]=[CH:37][C:32]([C:33](=O)[CH2:34]Br)=[CH:31][CH:30]=1, predict the reaction product. The product is: [Cl:1][C:2]1[CH:3]=[CH:4][C:5]([C:8]2[N:9]([C:10]3[CH:15]=[CH:14][C:13]([S:16]([CH3:19])(=[O:17])=[O:18])=[CH:12][CH:11]=3)[CH:34]=[C:33]([C:32]3[CH:31]=[CH:30][C:29]([O:28][C:27]([F:26])([F:39])[F:40])=[CH:38][CH:37]=3)[N:20]=2)=[CH:6][CH:7]=1. (4) Given the reactants [Cl:1][C:2]1[CH:3]=[C:4]([CH:15]=[CH:16][CH:17]=1)[CH2:5][NH:6][C:7]1[CH:8]=[C:9]([CH2:13][OH:14])[N:10]([CH3:12])[N:11]=1, predict the reaction product. The product is: [Cl:1][C:2]1[CH:3]=[C:4]([CH:15]=[CH:16][CH:17]=1)[CH2:5][NH:6][C:7]1[CH:8]=[C:9]([CH:13]=[O:14])[N:10]([CH3:12])[N:11]=1. (5) Given the reactants [CH2:1]([O:8][C:9]([N:11]1[CH2:16][CH2:15][C:14]2[N:17]=[C:18]([NH2:20])[S:19][C:13]=2[CH:12]1[C:21]1[CH:26]=[C:25]([Cl:27])[CH:24]=[CH:23][C:22]=1[O:28][CH2:29][C:30]([O:32][CH2:33][CH3:34])=[O:31])=[O:10])[C:2]1[CH:7]=[CH:6][CH:5]=[CH:4][CH:3]=1.CCN(CC)CC.[C:42](Cl)(=[O:44])[CH3:43], predict the reaction product. The product is: [CH2:1]([O:8][C:9]([N:11]1[CH2:16][CH2:15][C:14]2[N:17]=[C:18]([NH:20][C:42](=[O:44])[CH3:43])[S:19][C:13]=2[CH:12]1[C:21]1[CH:26]=[C:25]([Cl:27])[CH:24]=[CH:23][C:22]=1[O:28][CH2:29][C:30]([O:32][CH2:33][CH3:34])=[O:31])=[O:10])[C:2]1[CH:7]=[CH:6][CH:5]=[CH:4][CH:3]=1.